This data is from NCI-60 drug combinations with 297,098 pairs across 59 cell lines. The task is: Regression. Given two drug SMILES strings and cell line genomic features, predict the synergy score measuring deviation from expected non-interaction effect. (1) Drug 1: CC1=C(N=C(N=C1N)C(CC(=O)N)NCC(C(=O)N)N)C(=O)NC(C(C2=CN=CN2)OC3C(C(C(C(O3)CO)O)O)OC4C(C(C(C(O4)CO)O)OC(=O)N)O)C(=O)NC(C)C(C(C)C(=O)NC(C(C)O)C(=O)NCCC5=NC(=CS5)C6=NC(=CS6)C(=O)NCCC[S+](C)C)O. Drug 2: CC(C)NC(=O)C1=CC=C(C=C1)CNNC.Cl. Cell line: T-47D. Synergy scores: CSS=15.2, Synergy_ZIP=-0.611, Synergy_Bliss=3.34, Synergy_Loewe=-17.4, Synergy_HSA=2.35. (2) Drug 1: CC1=C(C(CCC1)(C)C)C=CC(=CC=CC(=CC(=O)O)C)C. Drug 2: C1CC(=O)NC(=O)C1N2C(=O)C3=CC=CC=C3C2=O. Cell line: OVCAR-4. Synergy scores: CSS=-0.488, Synergy_ZIP=0.0427, Synergy_Bliss=0.451, Synergy_Loewe=-0.0165, Synergy_HSA=-0.422. (3) Drug 1: C1CN1P(=S)(N2CC2)N3CC3. Drug 2: B(C(CC(C)C)NC(=O)C(CC1=CC=CC=C1)NC(=O)C2=NC=CN=C2)(O)O. Cell line: HOP-62. Synergy scores: CSS=38.6, Synergy_ZIP=-5.53, Synergy_Bliss=-3.08, Synergy_Loewe=-4.19, Synergy_HSA=-3.28.